Dataset: Full USPTO retrosynthesis dataset with 1.9M reactions from patents (1976-2016). Task: Predict the reactants needed to synthesize the given product. (1) Given the product [Br:1][CH2:2][C:3]1[CH:4]=[C:5]([CH:6]=[CH:7][CH:8]=1)[NH2:9], predict the reactants needed to synthesize it. The reactants are: [Br:1][CH2:2][C:3]1[CH:8]=[CH:7][CH:6]=[C:5]([N+:9]([O-])=O)[CH:4]=1.Cl. (2) Given the product [C:1]([C:4]1[CH:5]=[CH:6][C:7]([N:10]2[C:11](=[O:19])[NH:12][NH:13][C:14]2=[O:15])=[CH:8][CH:9]=1)(=[O:3])[CH3:2], predict the reactants needed to synthesize it. The reactants are: [C:1]([C:4]1[CH:9]=[CH:8][C:7]([NH:10][C:11](=[O:19])[NH:12][NH:13][C:14](OCC)=[O:15])=[CH:6][CH:5]=1)(=[O:3])[CH3:2].[OH-].[K+]. (3) The reactants are: [F:1][C:2]1[C:3]([CH3:9])=[C:4]([CH:6]=[CH:7][CH:8]=1)[NH2:5].C1(CN)CCCCC1.[O:18]=[C:19]1[C:27]2([CH2:31][O:30][C:29]3[CH:32]=[C:33]4[C:37](=[CH:38][C:28]2=3)[CH2:36][CH2:35][O:34]4)[C:26]2[C:21](=[CH:22][CH:23]=[CH:24][CH:25]=2)[N:20]1[CH2:39][C:40]1[CH:48]=[CH:47][CH:46]=[CH:45][C:41]=1[C:42](O)=[O:43].O=C1C2(COC3C=C4C(=CC2=3)CCO4)C2C(=CC=CC=2)N1CC1C=C(C=CC=1)C(O)=O. Given the product [F:1][C:2]1[C:3]([CH3:9])=[C:4]([NH:5][C:42](=[O:43])[C:41]2[CH:45]=[CH:46][CH:47]=[CH:48][C:40]=2[CH2:39][N:20]2[C:21]3[C:26](=[CH:25][CH:24]=[CH:23][CH:22]=3)[C:27]3([CH2:31][O:30][C:29]4[CH:32]=[C:33]5[C:37](=[CH:38][C:28]3=4)[CH2:36][CH2:35][O:34]5)[C:19]2=[O:18])[CH:6]=[CH:7][CH:8]=1, predict the reactants needed to synthesize it. (4) The reactants are: [CH3:1][C:2]([C:4]1[CH:9]=[CH:8][C:7](F)=[CH:6][C:5]=1[OH:11])=[O:3].[C:12]1([SH:18])[CH:17]=[CH:16][CH:15]=[CH:14][CH:13]=1.C([O-])([O-])=O.[K+].[K+].Cl. Given the product [OH:11][C:5]1[CH:6]=[C:7]([S:18][C:12]2[CH:17]=[CH:16][CH:15]=[CH:14][CH:13]=2)[CH:8]=[CH:9][C:4]=1[C:2](=[O:3])[CH3:1], predict the reactants needed to synthesize it. (5) Given the product [CH3:16][N:17]1[C:21]([O:22][CH2:23][C:24]2[CH:25]=[CH:26][C:27]([C:30]([F:31])([F:32])[F:33])=[CH:28][CH:29]=2)=[C:20]([C:34]([OH:13])=[O:35])[CH:19]=[N:18]1, predict the reactants needed to synthesize it. The reactants are: CC(=CC)C.P([O-])(O)(O)=O.[K+].Cl([O-])=[O:13].[Na+].[CH3:16][N:17]1[C:21]([O:22][CH2:23][C:24]2[CH:29]=[CH:28][C:27]([C:30]([F:33])([F:32])[F:31])=[CH:26][CH:25]=2)=[C:20]([CH:34]=[O:35])[CH:19]=[N:18]1.Cl. (6) Given the product [N:12]1[CH:13]=[CH:14][CH:15]=[CH:16][C:11]=1[NH:10][CH2:6][C:5]1[CH:8]=[CH:9][C:2]([OH:1])=[CH:3][CH:4]=1, predict the reactants needed to synthesize it. The reactants are: [OH:1][C:2]1[CH:9]=[CH:8][C:5]([CH:6]=O)=[CH:4][CH:3]=1.[NH2:10][C:11]1[CH:16]=[CH:15][CH:14]=[CH:13][N:12]=1. (7) Given the product [Br:24][C:25]1[CH:26]=[C:27]([S:31][C:2]2[S:6][C:5]([CH2:7][N:8]([CH3:16])[C:9](=[O:15])[O:10][C:11]([CH3:14])([CH3:13])[CH3:12])=[N:4][C:3]=2[C:17]2[CH:22]=[CH:21][CH:20]=[CH:19][C:18]=2[F:23])[CH:28]=[CH:29][CH:30]=1, predict the reactants needed to synthesize it. The reactants are: Br[C:2]1[S:6][C:5]([CH2:7][N:8]([CH3:16])[C:9](=[O:15])[O:10][C:11]([CH3:14])([CH3:13])[CH3:12])=[N:4][C:3]=1[C:17]1[CH:22]=[CH:21][CH:20]=[CH:19][C:18]=1[F:23].[Br:24][C:25]1[CH:26]=[C:27]([SH:31])[CH:28]=[CH:29][CH:30]=1.C(N(C(C)C)C(C)C)C.O. (8) Given the product [OH:56][C:49]1[C:48]([CH2:47][NH:46][C:10](=[O:12])[C:9]2[CH:8]=[CH:7][C:6]([CH:3]3[CH2:4][CH2:5][O:1][CH2:2]3)=[CH:14][CH:13]=2)=[C:53]([CH3:54])[CH:52]=[C:51]([CH3:55])[N:50]=1, predict the reactants needed to synthesize it. The reactants are: [O:1]1[CH2:5][CH2:4][CH:3]([C:6]2[CH:14]=[CH:13][C:9]([C:10]([OH:12])=O)=[CH:8][CH:7]=2)[CH2:2]1.F[P-](F)(F)(F)(F)F.N1(OC(N(C)C)=[N+](C)C)C2N=CC=CC=2N=N1.C(N(CC)CC)C.[NH2:46][CH2:47][C:48]1[C:49]([OH:56])=[N:50][C:51]([CH3:55])=[CH:52][C:53]=1[CH3:54].